This data is from Peptide-MHC class I binding affinity with 185,985 pairs from IEDB/IMGT. The task is: Regression. Given a peptide amino acid sequence and an MHC pseudo amino acid sequence, predict their binding affinity value. This is MHC class I binding data. (1) The binding affinity (normalized) is 0.0847. The peptide sequence is ITIPIGLYL. The MHC is HLA-B27:05 with pseudo-sequence HLA-B27:05. (2) The binding affinity (normalized) is 0.346. The peptide sequence is QYLFSLTYV. The MHC is HLA-A02:01 with pseudo-sequence HLA-A02:01. (3) The peptide sequence is NIREIEEHM. The MHC is HLA-B15:01 with pseudo-sequence HLA-B15:01. The binding affinity (normalized) is 0.495. (4) The peptide sequence is VTFGARASF. The MHC is HLA-A02:12 with pseudo-sequence HLA-A02:12. The binding affinity (normalized) is 0.0847. (5) The binding affinity (normalized) is 0. The MHC is Mamu-B17 with pseudo-sequence Mamu-B17. The peptide sequence is AEAEYEENKII. (6) The peptide sequence is SPAIFQCSM. The MHC is HLA-A02:06 with pseudo-sequence HLA-A02:06. The binding affinity (normalized) is 0.